From a dataset of Peptide-MHC class II binding affinity with 134,281 pairs from IEDB. Regression. Given a peptide amino acid sequence and an MHC pseudo amino acid sequence, predict their binding affinity value. This is MHC class II binding data. (1) The peptide sequence is LLAGRSCSDGTFKIG. The MHC is DRB1_0101 with pseudo-sequence DRB1_0101. The binding affinity (normalized) is 0.515. (2) The peptide sequence is LSFMDKGIPFMKMNI. The MHC is DRB1_1101 with pseudo-sequence DRB1_1101. The binding affinity (normalized) is 0.341. (3) The peptide sequence is WKLEGRWDGEEEVQL. The MHC is HLA-DQA10201-DQB10301 with pseudo-sequence HLA-DQA10201-DQB10301. The binding affinity (normalized) is 0. (4) The peptide sequence is IKLVKSSRPDCSEIP. The MHC is HLA-DQA10101-DQB10501 with pseudo-sequence HLA-DQA10101-DQB10501. The binding affinity (normalized) is 0. (5) The MHC is DRB1_0901 with pseudo-sequence DRB1_0901. The binding affinity (normalized) is 0.742. The peptide sequence is PAADKFKTFEAAFTS. (6) The peptide sequence is GTVVMQVKVSKGAPC. The MHC is DRB3_0101 with pseudo-sequence DRB3_0101. The binding affinity (normalized) is 0. (7) The peptide sequence is MAFLRSVSRLAAAVF. The MHC is DRB1_0802 with pseudo-sequence DRB1_0802. The binding affinity (normalized) is 0.152.